Dataset: Peptide-MHC class I binding affinity with 185,985 pairs from IEDB/IMGT. Task: Regression. Given a peptide amino acid sequence and an MHC pseudo amino acid sequence, predict their binding affinity value. This is MHC class I binding data. (1) The peptide sequence is SLNFLGGTTV. The MHC is HLA-A02:01 with pseudo-sequence HLA-A02:01. The binding affinity (normalized) is 0.549. (2) The peptide sequence is QTLQDPRVR. The MHC is HLA-A03:01 with pseudo-sequence HLA-A03:01. The binding affinity (normalized) is 0. (3) The peptide sequence is KELENEYYF. The MHC is HLA-B15:09 with pseudo-sequence HLA-B15:09. The binding affinity (normalized) is 0.0847.